Dataset: NCI-60 drug combinations with 297,098 pairs across 59 cell lines. Task: Regression. Given two drug SMILES strings and cell line genomic features, predict the synergy score measuring deviation from expected non-interaction effect. (1) Cell line: PC-3. Drug 2: CCC1=C2CN3C(=CC4=C(C3=O)COC(=O)C4(CC)O)C2=NC5=C1C=C(C=C5)O. Synergy scores: CSS=21.2, Synergy_ZIP=-8.53, Synergy_Bliss=-7.97, Synergy_Loewe=-7.44, Synergy_HSA=-4.94. Drug 1: CCC1=CC2CC(C3=C(CN(C2)C1)C4=CC=CC=C4N3)(C5=C(C=C6C(=C5)C78CCN9C7C(C=CC9)(C(C(C8N6C)(C(=O)OC)O)OC(=O)C)CC)OC)C(=O)OC.C(C(C(=O)O)O)(C(=O)O)O. (2) Drug 1: C1=CC(=CC=C1CCC2=CNC3=C2C(=O)NC(=N3)N)C(=O)NC(CCC(=O)O)C(=O)O. Drug 2: C1CNP(=O)(OC1)N(CCCl)CCCl. Cell line: 786-0. Synergy scores: CSS=15.4, Synergy_ZIP=-3.88, Synergy_Bliss=-3.54, Synergy_Loewe=-22.0, Synergy_HSA=-5.21. (3) Drug 1: C1CC(=O)NC(=O)C1N2C(=O)C3=CC=CC=C3C2=O. Drug 2: N.N.Cl[Pt+2]Cl. Cell line: MCF7. Synergy scores: CSS=28.8, Synergy_ZIP=-6.67, Synergy_Bliss=4.73, Synergy_Loewe=-4.61, Synergy_HSA=1.77. (4) Drug 1: CC1C(C(CC(O1)OC2CC(CC3=C2C(=C4C(=C3O)C(=O)C5=C(C4=O)C(=CC=C5)OC)O)(C(=O)C)O)N)O.Cl. Drug 2: C1CNP(=O)(OC1)N(CCCl)CCCl. Cell line: 786-0. Synergy scores: CSS=24.6, Synergy_ZIP=-1.39, Synergy_Bliss=3.64, Synergy_Loewe=-26.5, Synergy_HSA=1.81. (5) Drug 1: COC1=CC(=CC(=C1O)OC)C2C3C(COC3=O)C(C4=CC5=C(C=C24)OCO5)OC6C(C(C7C(O6)COC(O7)C8=CC=CS8)O)O. Drug 2: CC1=C2C(C(=O)C3(C(CC4C(C3C(C(C2(C)C)(CC1OC(=O)C(C(C5=CC=CC=C5)NC(=O)OC(C)(C)C)O)O)OC(=O)C6=CC=CC=C6)(CO4)OC(=O)C)O)C)O. Cell line: UO-31. Synergy scores: CSS=17.7, Synergy_ZIP=-5.03, Synergy_Bliss=-1.28, Synergy_Loewe=0.393, Synergy_HSA=1.61. (6) Drug 1: CC(C1=C(C=CC(=C1Cl)F)Cl)OC2=C(N=CC(=C2)C3=CN(N=C3)C4CCNCC4)N. Drug 2: CC12CCC3C(C1CCC2OP(=O)(O)O)CCC4=C3C=CC(=C4)OC(=O)N(CCCl)CCCl.[Na+]. Cell line: MDA-MB-231. Synergy scores: CSS=-1.11, Synergy_ZIP=-2.86, Synergy_Bliss=-7.40, Synergy_Loewe=-15.4, Synergy_HSA=-7.55. (7) Drug 1: COCCOC1=C(C=C2C(=C1)C(=NC=N2)NC3=CC=CC(=C3)C#C)OCCOC.Cl. Drug 2: N.N.Cl[Pt+2]Cl. Cell line: DU-145. Synergy scores: CSS=46.1, Synergy_ZIP=0.997, Synergy_Bliss=1.18, Synergy_Loewe=0.728, Synergy_HSA=3.31. (8) Drug 1: CC12CCC3C(C1CCC2=O)CC(=C)C4=CC(=O)C=CC34C. Drug 2: C1CN1P(=S)(N2CC2)N3CC3. Cell line: CAKI-1. Synergy scores: CSS=24.4, Synergy_ZIP=-1.64, Synergy_Bliss=1.16, Synergy_Loewe=-5.30, Synergy_HSA=2.81.